This data is from Forward reaction prediction with 1.9M reactions from USPTO patents (1976-2016). The task is: Predict the product of the given reaction. (1) Given the reactants [Cl:1][C:2]1[N:3]=[C:4]([N:13]2[CH2:18][CH2:17][O:16][CH2:15][CH2:14]2)[C:5]2[S:10][C:9](I)=[C:8]([CH3:12])[C:6]=2[N:7]=1.[F:19][C:20]1[CH:25]=[CH:24][C:23](B(O)O)=[CH:22][N:21]=1.C([O-])([O-])=O.[Na+].[Na+], predict the reaction product. The product is: [Cl:1][C:2]1[N:3]=[C:4]([N:13]2[CH2:18][CH2:17][O:16][CH2:15][CH2:14]2)[C:5]2[S:10][C:9]([C:23]3[CH:22]=[N:21][C:20]([F:19])=[CH:25][CH:24]=3)=[C:8]([CH3:12])[C:6]=2[N:7]=1. (2) Given the reactants Br[C:2]1[CH:24]=[CH:23][C:5]2[C:6]3[N:7]=[C:8]([C:14]4[N:15]([CH:20]([CH3:22])[CH3:21])[N:16]=[C:17]([CH3:19])[N:18]=4)[S:9][C:10]=3[CH2:11][CH2:12][O:13][C:4]=2[CH:3]=1.O1CCCCC1[O:31][CH2:32][CH2:33][N:34]1[CH:38]=[C:37](B2OC(C)(C)C(C)(C)O2)[CH:36]=[N:35]1.O1CCCCC1OC1CCCCO1.Cl, predict the reaction product. The product is: [CH:20]([N:15]1[C:14]([C:8]2[S:9][C:10]3[CH2:11][CH2:12][O:13][C:4]4[CH:3]=[C:2]([C:37]5[CH:36]=[N:35][N:34]([CH2:33][CH2:32][OH:31])[CH:38]=5)[CH:24]=[CH:23][C:5]=4[C:6]=3[N:7]=2)=[N:18][C:17]([CH3:19])=[N:16]1)([CH3:22])[CH3:21]. (3) Given the reactants [Cl:1][C:2]1[C:11]2[C:6](=[CH:7][CH:8]=[CH:9][C:10]=2[O:12][CH:13]2[CH2:18][CH2:17][N:16]([CH3:19])[CH2:15][CH2:14]2)[N:5]=[CH:4][N:3]=1.[Cl:20][C:21]1[CH:22]=[C:23]([CH:25]=[CH:26][C:27]=1[O:28][C:29]1[CH:34]=[CH:33][CH:32]=[CH:31][CH:30]=1)[NH2:24], predict the reaction product. The product is: [ClH:1].[Cl:20][C:21]1[CH:22]=[C:23]([CH:25]=[CH:26][C:27]=1[O:28][C:29]1[CH:34]=[CH:33][CH:32]=[CH:31][CH:30]=1)[NH:24][C:2]1[C:11]2[C:6](=[CH:7][CH:8]=[CH:9][C:10]=2[O:12][CH:13]2[CH2:18][CH2:17][N:16]([CH3:19])[CH2:15][CH2:14]2)[N:5]=[CH:4][N:3]=1. (4) The product is: [NH2:8][C:7]1[N:6]([CH2:9][CH3:10])[C:5](=[O:11])[NH:4][C:3](=[O:12])[C:2]=1[NH:1][C:27]([C:25]1[CH:24]=[N:23][N:22]([CH2:21][C:17]2[CH:18]=[CH:19][CH:20]=[C:15]([C:14]([F:31])([F:13])[F:30])[CH:16]=2)[CH:26]=1)=[O:28]. Given the reactants [NH2:1][C:2]1[C:3](=[O:12])[NH:4][C:5](=[O:11])[N:6]([CH2:9][CH3:10])[C:7]=1[NH2:8].[F:13][C:14]([F:31])([F:30])[C:15]1[CH:16]=[C:17]([CH2:21][N:22]2[CH:26]=[C:25]([C:27](O)=[O:28])[CH:24]=[N:23]2)[CH:18]=[CH:19][CH:20]=1.Cl.CN(C)CCCN=C=NCC, predict the reaction product. (5) Given the reactants [Mg].BrCCBr.C1(CBr)CCC1.C1(C[Mg]Br)CCC1.[CH:19]1([CH2:23][C:24]2[N:25]=[C:26]([C:29]([NH:31][NH:32][C:33](=[O:42])[CH2:34][C:35]([CH3:41])([CH3:40])[C:36]([O:38][CH3:39])=[O:37])=O)[S:27][CH:28]=2)[CH2:22][CH2:21][CH2:20]1.[NH4+].[Cl-].[O-][Mn](=O)(=O)=O.[K+], predict the reaction product. The product is: [CH3:39][O:38][C:36](=[O:37])[C:35]([CH3:40])([CH3:41])[CH2:34][C:33]1[O:42][C:29]([C:26]2[S:27][CH:28]=[C:24]([CH2:23][CH:19]3[CH2:20][CH2:21][CH2:22]3)[N:25]=2)=[N:31][N:32]=1. (6) Given the reactants [NH:1]1[C:5]2=[N:6][CH:7]=[CH:8][CH:9]=[C:4]2[C:3]([C:10]([O:12][CH3:13])=[O:11])=[N:2]1.[H-].[Na+].[CH3:16][Si:17]([CH3:24])([CH3:23])[CH2:18][CH2:19][O:20][CH2:21]Cl, predict the reaction product. The product is: [CH3:16][Si:17]([CH3:24])([CH3:23])[CH2:18][CH2:19][O:20][CH2:21][N:1]1[C:5]2=[N:6][CH:7]=[CH:8][CH:9]=[C:4]2[C:3]([C:10]([O:12][CH3:13])=[O:11])=[N:2]1. (7) Given the reactants [CH3:1][C:2]1([CH3:59])[C:10]2[C:5](=[CH:6][C:7]([CH2:11][O:12][CH:13]3[CH:18]([C:19]4[CH:24]=[CH:23][C:22]([O:25][CH2:26][CH2:27][CH2:28][O:29][CH2:30][C:31]5[CH:36]=[CH:35][CH:34]=[CH:33][C:32]=5[O:37][CH3:38])=[CH:21][CH:20]=4)[CH2:17][CH2:16][N:15]([C:39]([O:41][C:42]([CH3:45])([CH3:44])[CH3:43])=[O:40])[CH2:14]3)=[CH:8][CH:9]=2)[N:4]([CH2:46][CH2:47]OS(C2C=CC(C)=CC=2)(=O)=O)[CH2:3]1.[N-:60]=[N+:61]=[N-:62].[Na+].O, predict the reaction product. The product is: [N:60]([CH2:47][CH2:46][N:4]1[C:5]2[C:10](=[CH:9][CH:8]=[C:7]([CH2:11][O:12][CH:13]3[CH:18]([C:19]4[CH:24]=[CH:23][C:22]([O:25][CH2:26][CH2:27][CH2:28][O:29][CH2:30][C:31]5[CH:36]=[CH:35][CH:34]=[CH:33][C:32]=5[O:37][CH3:38])=[CH:21][CH:20]=4)[CH2:17][CH2:16][N:15]([C:39]([O:41][C:42]([CH3:45])([CH3:44])[CH3:43])=[O:40])[CH2:14]3)[CH:6]=2)[C:2]([CH3:1])([CH3:59])[CH2:3]1)=[N+:61]=[N-:62].